Dataset: NCI-60 drug combinations with 297,098 pairs across 59 cell lines. Task: Regression. Given two drug SMILES strings and cell line genomic features, predict the synergy score measuring deviation from expected non-interaction effect. (1) Drug 1: CC1=CC=C(C=C1)C2=CC(=NN2C3=CC=C(C=C3)S(=O)(=O)N)C(F)(F)F. Drug 2: N.N.Cl[Pt+2]Cl. Cell line: SK-MEL-28. Synergy scores: CSS=16.2, Synergy_ZIP=-2.92, Synergy_Bliss=-3.99, Synergy_Loewe=-25.6, Synergy_HSA=-10.7. (2) Drug 1: CC1CCC2CC(C(=CC=CC=CC(CC(C(=O)C(C(C(=CC(C(=O)CC(OC(=O)C3CCCCN3C(=O)C(=O)C1(O2)O)C(C)CC4CCC(C(C4)OC)OCCO)C)C)O)OC)C)C)C)OC. Drug 2: C1CCC(C(C1)N)N.C(=O)(C(=O)[O-])[O-].[Pt+4]. Cell line: SNB-19. Synergy scores: CSS=26.5, Synergy_ZIP=-6.81, Synergy_Bliss=-2.59, Synergy_Loewe=-0.0901, Synergy_HSA=-0.0590. (3) Drug 1: C1=C(C(=O)NC(=O)N1)F. Drug 2: CN(CCCl)CCCl.Cl. Cell line: SF-539. Synergy scores: CSS=60.2, Synergy_ZIP=-3.57, Synergy_Bliss=-5.29, Synergy_Loewe=-3.05, Synergy_HSA=-2.03. (4) Drug 1: CC12CCC3C(C1CCC2O)C(CC4=C3C=CC(=C4)O)CCCCCCCCCS(=O)CCCC(C(F)(F)F)(F)F. Drug 2: C#CCC(CC1=CN=C2C(=N1)C(=NC(=N2)N)N)C3=CC=C(C=C3)C(=O)NC(CCC(=O)O)C(=O)O. Cell line: MDA-MB-231. Synergy scores: CSS=0.576, Synergy_ZIP=-0.775, Synergy_Bliss=-3.42, Synergy_Loewe=-3.36, Synergy_HSA=-4.18.